Dataset: Reaction yield outcomes from USPTO patents with 853,638 reactions. Task: Predict the reaction yield, written as a fraction of the theoretical maximum amount of product (1.0 means a 100% yield; for example, 0.34 means a 34% yield). (1) The reactants are I.[Cl:2][C:3]1[CH:12]=[CH:11][C:10]([Cl:13])=[C:9]2[C:4]=1[CH:5]([CH3:16])[NH:6][C:7](SC)=[N:8]2.[O:17]([CH2:24][CH2:25][NH2:26])[C:18]1[CH:23]=[CH:22][CH:21]=[CH:20][CH:19]=1.[OH-].[Na+]. The catalyst is C(#N)C.OO.O. The product is [Cl:2][C:3]1[CH:12]=[CH:11][C:10]([Cl:13])=[C:9]2[C:4]=1[CH:5]([CH3:16])[NH:6][C:7]([NH:26][CH2:25][CH2:24][O:17][C:18]1[CH:23]=[CH:22][CH:21]=[CH:20][CH:19]=1)=[N:8]2. The yield is 0.930. (2) The reactants are [Br:1][C:2]1[CH:7]=[C:6]([CH2:8][NH:9][C:10]2[CH:27]=[CH:26][CH:25]=[CH:24][C:11]=2[C:12]([NH:14][C:15]2[CH:16]=[C:17]3[C:21](=[CH:22][CH:23]=2)[NH:20][N:19]=[CH:18]3)=[O:13])[CH:5]=[CH:4][N:3]=1.[C:28](=O)([O-])[O-].[Cs+].[Cs+].CI. The catalyst is CN(C)C=O. The product is [Br:1][C:2]1[CH:7]=[C:6]([CH2:8][NH:9][C:10]2[CH:27]=[CH:26][CH:25]=[CH:24][C:11]=2[C:12]([NH:14][C:15]2[CH:16]=[C:17]3[C:21](=[CH:22][CH:23]=2)[N:20]([CH3:28])[N:19]=[CH:18]3)=[O:13])[CH:5]=[CH:4][N:3]=1.[Br:1][C:2]1[CH:7]=[C:6]([CH2:8][NH:9][C:10]2[CH:27]=[CH:26][CH:25]=[CH:24][C:11]=2[C:12]([NH:14][C:15]2[CH:23]=[CH:22][C:21]3[C:17](=[CH:18][N:19]([CH3:28])[N:20]=3)[CH:16]=2)=[O:13])[CH:5]=[CH:4][N:3]=1. The yield is 0.410. (3) The reactants are [O:1]=[S:2]1(=[O:28])[C:8]2[CH:9]=[C:10]([O:14]C)[C:11](Br)=[CH:12][C:7]=2[N:6]([C:16]2[CH:21]=[CH:20][CH:19]=[CH:18][CH:17]=2)[CH2:5][C:4]([CH2:24][CH2:25][CH2:26][CH3:27])([CH2:22][CH3:23])[CH2:3]1.CN(C=O)C.[CH3:34][S-:35].[Na+].Cl[O-].[Na+]. The catalyst is CCOC(C)=O.O.C(O)(=O)C. The product is [O:1]=[S:2]1(=[O:28])[C:8]2[CH:9]=[C:10]([OH:14])[C:11]([S:35][CH3:34])=[CH:12][C:7]=2[N:6]([C:16]2[CH:21]=[CH:20][CH:19]=[CH:18][CH:17]=2)[CH2:5][C:4]([CH2:24][CH2:25][CH2:26][CH3:27])([CH2:22][CH3:23])[CH2:3]1. The yield is 0.920. (4) The reactants are [Cl:1][C:2]1[CH:7]=[CH:6][CH:5]=[C:4]([Cl:8])[C:3]=1[NH:9][C:10]1[N:11]([CH3:27])[C:12]2[C:21]3[C:20](=[O:22])[NH:19][C:18]([CH:23]=[O:24])=[C:17]([CH3:25])[C:16]=3[CH:15]=[CH:14][C:13]=2[N:26]=1.[CH:28]([Mg]Br)=[CH2:29].[Cl-].[NH4+]. The catalyst is C1COCC1. The product is [Cl:8][C:4]1[CH:5]=[CH:6][CH:7]=[C:2]([Cl:1])[C:3]=1[NH:9][C:10]1[N:11]([CH3:27])[C:12]2[C:21]3[C:20](=[O:22])[NH:19][C:18]([CH:23]([OH:24])[CH:28]=[CH2:29])=[C:17]([CH3:25])[C:16]=3[CH:15]=[CH:14][C:13]=2[N:26]=1. The yield is 0.400. (5) The reactants are [C:1]([C:5]1[NH:6][C:7]2[C:12]([CH:13]=1)=[CH:11][C:10]([N+:14]([O-])=O)=[CH:9][C:8]=2[F:17])([CH3:4])([CH3:3])[CH3:2]. The catalyst is CO.[Ni]. The product is [C:1]([C:5]1[NH:6][C:7]2[C:12]([CH:13]=1)=[CH:11][C:10]([NH2:14])=[CH:9][C:8]=2[F:17])([CH3:4])([CH3:2])[CH3:3]. The yield is 0.240. (6) The yield is 0.910. The catalyst is C(OCC)(=O)C. The reactants are O1CCCC1.C(CC[N:10]1[C:14]([N+:15]([O-:17])=[O:16])=[CH:13][N:12]=[C:11]1[S:18][C:19]1[CH:24]=[CH:23][C:22]([N+:25]([O-:27])=[O:26])=[CH:21][CH:20]=1)#N.Cl.O. The product is [N+:15]([C:14]1[N:10]=[C:11]([S:18][C:19]2[CH:20]=[CH:21][C:22]([N+:25]([O-:27])=[O:26])=[CH:23][CH:24]=2)[NH:12][CH:13]=1)([O-:17])=[O:16]. (7) The product is [NH2:21][C:20]1[O:1][N:2]=[C:3]([C:4]2[CH:9]=[CH:8][CH:7]=[CH:6][C:5]=2[O:10][C:11]([F:14])([F:13])[F:12])[C:19]=1[C:18]([O:17][CH3:16])=[O:22]. The yield is 0.900. The reactants are [OH:1][N:2]=[C:3](Cl)[C:4]1[CH:9]=[CH:8][CH:7]=[CH:6][C:5]=1[O:10][C:11]([F:14])([F:13])[F:12].[CH3:16][O:17][C:18](=[O:22])[CH2:19][C:20]#[N:21].C[O-].[Na+]. The catalyst is CO. (8) The reactants are [NH2:1][C:2]1[C:3]([Cl:16])=[C:4]([NH:9][S:10]([CH2:13][CH2:14][CH3:15])(=[O:12])=[O:11])[CH:5]=[CH:6][C:7]=1[F:8].N1C=CC=CC=1.[Cl:23][C:24]1[C:33]2[C:28](=[C:29]([C:34](Cl)=[O:35])[CH:30]=[CH:31][CH:32]=2)[N:27]=[CH:26][N:25]=1. The catalyst is C(Cl)(Cl)Cl. The product is [Cl:23][C:24]1[C:33]2[C:28](=[C:29]([C:34]([NH:1][C:2]3[C:7]([F:8])=[CH:6][CH:5]=[C:4]([NH:9][S:10]([CH2:13][CH2:14][CH3:15])(=[O:12])=[O:11])[C:3]=3[Cl:16])=[O:35])[CH:30]=[CH:31][CH:32]=2)[N:27]=[CH:26][N:25]=1. The yield is 0.760.